Task: Predict the reactants needed to synthesize the given product.. Dataset: Full USPTO retrosynthesis dataset with 1.9M reactions from patents (1976-2016) (1) Given the product [CH2:10]([NH:17][C:18]([C:20]1[S:24][C:23]([N:25]2[CH:30]=[CH:29][C:28]([O:31][CH2:2][C:3]3[C:4]([CH3:9])=[N:5][O:6][C:7]=3[CH3:8])=[CH:27][C:26]2=[O:32])=[N:22][C:21]=1[CH3:33])=[O:19])[C:11]1[CH:16]=[CH:15][CH:14]=[CH:13][CH:12]=1, predict the reactants needed to synthesize it. The reactants are: Cl[CH2:2][C:3]1[C:4]([CH3:9])=[N:5][O:6][C:7]=1[CH3:8].[CH2:10]([NH:17][C:18]([C:20]1[S:24][C:23]([N:25]2[CH:30]=[CH:29][C:28]([OH:31])=[CH:27][C:26]2=[O:32])=[N:22][C:21]=1[CH3:33])=[O:19])[C:11]1[CH:16]=[CH:15][CH:14]=[CH:13][CH:12]=1. (2) Given the product [Br:4][C:5]1[C:6]([F:17])=[C:7]2[C:13]([NH2:14])=[CH:12][NH:11][C:8]2=[N:9][CH:10]=1, predict the reactants needed to synthesize it. The reactants are: [Sn](Cl)Cl.[Br:4][C:5]1[C:6]([F:17])=[C:7]2[C:13]([N+:14]([O-])=O)=[CH:12][NH:11][C:8]2=[N:9][CH:10]=1.[OH-].[Na+]. (3) Given the product [CH3:1][O:2][C:3]([C:5]1[C:6](=[O:17])[S:7][C:8]2[C:13]([C:14]=1[OH:15])=[CH:12][CH:11]=[C:10]([C:21]1[CH:22]=[CH:23][C:24]([F:25])=[C:19]([Cl:18])[CH:20]=1)[CH:9]=2)=[O:4], predict the reactants needed to synthesize it. The reactants are: [CH3:1][O:2][C:3]([C:5]1[C:6](=[O:17])[S:7][C:8]2[C:13]([C:14]=1[OH:15])=[CH:12][CH:11]=[C:10](Br)[CH:9]=2)=[O:4].[Cl:18][C:19]1[CH:20]=[C:21](B(O)O)[CH:22]=[CH:23][C:24]=1[F:25]. (4) Given the product [CH3:22][O:23][C:24]1[CH:25]=[C:26]2[C:31](=[CH:32][C:33]=1[O:34][CH3:35])[N:30]=[CH:29][CH:28]=[C:27]2[O:36][C:37]1[CH:42]=[CH:41][C:40]([NH:43][C:15]([C:12]2[C:13](=[O:14])[N:8]([C:5]3[CH:4]=[CH:3][C:2]([F:1])=[CH:7][CH:6]=3)[C:9](=[O:21])[N:10]([CH:18]([CH3:20])[CH3:19])[N:11]=2)=[O:17])=[CH:39][C:38]=1[F:44], predict the reactants needed to synthesize it. The reactants are: [F:1][C:2]1[CH:7]=[CH:6][C:5]([N:8]2[C:13](=[O:14])[C:12]([C:15]([OH:17])=O)=[N:11][N:10]([CH:18]([CH3:20])[CH3:19])[C:9]2=[O:21])=[CH:4][CH:3]=1.[CH3:22][O:23][C:24]1[CH:25]=[C:26]2[C:31](=[CH:32][C:33]=1[O:34][CH3:35])[N:30]=[CH:29][CH:28]=[C:27]2[O:36][C:37]1[CH:42]=[CH:41][C:40]([NH2:43])=[CH:39][C:38]=1[F:44].C(N(CC)C(C)C)(C)C. (5) Given the product [CH2:38]([NH:35][C:36](=[O:37])[NH:1][C:2]1[CH:3]=[C:4]([C:8]2[N:17]=[C:16]([NH:18][C:19]3[CH:20]=[C:21]4[C:25](=[CH:26][CH:27]=3)[N:24]([C:28]([O:30][C:31]([CH3:34])([CH3:33])[CH3:32])=[O:29])[N:23]=[CH:22]4)[C:15]3[C:10](=[CH:11][CH:12]=[CH:13][CH:14]=3)[N:9]=2)[CH:5]=[CH:6][CH:7]=1)[C:39]1[CH:44]=[CH:43][CH:42]=[CH:41][CH:40]=1, predict the reactants needed to synthesize it. The reactants are: [NH2:1][C:2]1[CH:3]=[C:4]([C:8]2[N:17]=[C:16]([NH:18][C:19]3[CH:20]=[C:21]4[C:25](=[CH:26][CH:27]=3)[N:24]([C:28]([O:30][C:31]([CH3:34])([CH3:33])[CH3:32])=[O:29])[N:23]=[CH:22]4)[C:15]3[C:10](=[CH:11][CH:12]=[CH:13][CH:14]=3)[N:9]=2)[CH:5]=[CH:6][CH:7]=1.[N:35]([CH2:38][C:39]1[CH:44]=[CH:43][CH:42]=[CH:41][CH:40]=1)=[C:36]=[O:37].CCN(CC)CC. (6) Given the product [CH2:18]([NH:21][C:24]1[N:25]=[C:26]([NH:34][CH2:35][CH2:36][CH3:37])[N:27]=[C:28]([NH:30][CH2:31][C:32]#[CH:33])[N:29]=1)[CH2:19][CH3:20], predict the reactants needed to synthesize it. The reactants are: ClC1N=C(NNCC#C)N=C(NNCCC)N=1.[CH2:18]([NH2:21])[CH2:19][CH3:20].CN(C)[C:24]1[N:29]=[C:28]([NH:30][CH2:31][CH2:32][CH3:33])[N:27]=[C:26]([NH:34][CH2:35][C:36]#[CH:37])[N:25]=1.